Dataset: Reaction yield outcomes from USPTO patents with 853,638 reactions. Task: Predict the reaction yield, written as a fraction of the theoretical maximum amount of product (1.0 means a 100% yield; for example, 0.34 means a 34% yield). (1) The reactants are BrC1C(N2CCN(C(NC3C=CC=CC=3)=O)CC2)=C2N=C(C3C=CC(N(C)C)=CC=3)NC2=NC=1.[Cl:35][C:36]1[C:37]([N:46]2[CH2:51][CH2:50][N:49]([CH2:52][C:53]3[CH:54]=[N:55][CH:56]=[N:57][CH:58]=3)[CH2:48][CH2:47]2)=[C:38]([N+:43]([O-])=O)[C:39]([NH2:42])=[N:40][CH:41]=1.[O-]S(S([O-])=O)=O.[Na+].[Na+].[CH:67]([C:69]1[CH:88]=[CH:87][C:72]([CH2:73][N:74]2[CH2:79][CH2:78][N:77]([C:80]([O:82][C:83]([CH3:86])([CH3:85])[CH3:84])=[O:81])[CH2:76][CH2:75]2)=[CH:71][CH:70]=1)=O. The catalyst is C(O)C.CN(C=O)C. The product is [Cl:35][C:36]1[C:37]([N:46]2[CH2:51][CH2:50][N:49]([CH2:52][C:53]3[CH:54]=[N:55][CH:56]=[N:57][CH:58]=3)[CH2:48][CH2:47]2)=[C:38]2[N:43]=[C:67]([C:69]3[CH:70]=[CH:71][C:72]([CH2:73][N:74]4[CH2:75][CH2:76][N:77]([C:80]([O:82][C:83]([CH3:84])([CH3:86])[CH3:85])=[O:81])[CH2:78][CH2:79]4)=[CH:87][CH:88]=3)[NH:42][C:39]2=[N:40][CH:41]=1. The yield is 0.440. (2) The reactants are [NH2:1][CH:2]1[CH2:6][N:5]([C:7]2[CH:8]=[CH:9][C:10]3[O:15][CH2:14][C:13](=[O:16])[NH:12][C:11]=3[CH:17]=2)[C:4](=[O:18])[CH2:3]1.[CH3:19][O:20][C:21]1[CH:30]=[C:29]2[C:24]([N:25]=[CH:26][C:27](=[O:35])[N:28]2[CH2:31][CH2:32][CH:33]=O)=[CH:23][CH:22]=1.S([O-])([O-])(=O)=O.[Na+].[Na+].C(O[BH-](OC(=O)C)OC(=O)C)(=O)C.[Na+].C(=O)([O-])O.[Na+]. The catalyst is CN(C)C=O.ClCCl. The product is [CH3:19][O:20][C:21]1[CH:30]=[C:29]2[C:24]([N:25]=[CH:26][C:27](=[O:35])[N:28]2[CH2:31][CH2:32][CH2:33][NH:1][CH:2]2[CH2:6][N:5]([C:7]3[CH:8]=[CH:9][C:10]4[O:15][CH2:14][C:13](=[O:16])[NH:12][C:11]=4[CH:17]=3)[C:4](=[O:18])[CH2:3]2)=[CH:23][CH:22]=1. The yield is 0.970. (3) The reactants are [N:1]1[CH:6]=[CH:5][CH:4]=[CH:3][C:2]=1[C:7]1[O:8][C:9]2[CH2:10][NH:11][CH2:12][CH2:13][C:14]=2[N:15]=1.C([O-])([O-])=O.[K+].[K+].Br[CH2:23][C:24]1[CH:25]=[C:26]([CH:29]=[CH:30][CH:31]=1)[C:27]#[N:28]. The catalyst is CN(C=O)C. The product is [N:1]1[CH:6]=[CH:5][CH:4]=[CH:3][C:2]=1[C:7]1[O:8][C:9]2[CH2:10][N:11]([CH2:23][C:24]3[CH:25]=[C:26]([CH:29]=[CH:30][CH:31]=3)[C:27]#[N:28])[CH2:12][CH2:13][C:14]=2[N:15]=1. The yield is 0.130. (4) The reactants are Br[CH2:2][C:3]1[CH:8]=[CH:7][C:6]([O:9][C:10]([F:13])([F:12])[F:11])=[CH:5][CH:4]=1.[OH-].[K+].[C:16]1([C:22](=[N:29][CH2:30][C:31]([O:33][C:34]([CH3:37])([CH3:36])[CH3:35])=[O:32])[C:23]2[CH:28]=[CH:27][CH:26]=[CH:25][CH:24]=2)[CH:21]=[CH:20][CH:19]=[CH:18][CH:17]=1. The catalyst is C1(C)C=CC=CC=1. The product is [C:16]1([C:22](=[N:29][C@@H:30]([CH2:2][C:3]2[CH:8]=[CH:7][C:6]([O:9][C:10]([F:13])([F:12])[F:11])=[CH:5][CH:4]=2)[C:31]([O:33][C:34]([CH3:37])([CH3:36])[CH3:35])=[O:32])[C:23]2[CH:24]=[CH:25][CH:26]=[CH:27][CH:28]=2)[CH:17]=[CH:18][CH:19]=[CH:20][CH:21]=1. The yield is 0.880.